From a dataset of Forward reaction prediction with 1.9M reactions from USPTO patents (1976-2016). Predict the product of the given reaction. Given the reactants [OH:1][CH2:2][C:3]([CH3:9])([CH3:8])[C:4]([O:6][CH3:7])=[O:5].[CH3:10][C:11]([Si:14](Cl)([CH3:16])[CH3:15])([CH3:13])[CH3:12].N1C=CN=C1.CN(C=O)C, predict the reaction product. The product is: [Si:14]([O:1][CH2:2][C:3]([CH3:9])([CH3:8])[C:4]([O:6][CH3:7])=[O:5])([C:11]([CH3:13])([CH3:12])[CH3:10])([CH3:16])[CH3:15].